From a dataset of Forward reaction prediction with 1.9M reactions from USPTO patents (1976-2016). Predict the product of the given reaction. (1) Given the reactants [NH2:1][CH2:2][CH2:3][CH2:4][N:5]1[C:14]2[C:9](=[N:10][CH:11]=[C:12]([CH2:15][C:16]3[CH:21]=[CH:20][C:19]([F:22])=[CH:18][CH:17]=3)[CH:13]=2)[C:8]([OH:23])=[C:7]([C:24]([NH:26][CH2:27][CH2:28][O:29][CH2:30][CH3:31])=[O:25])[C:6]1=[O:32].[CH3:33][N:34]([CH3:38])[C:35](Cl)=[O:36], predict the reaction product. The product is: [CH3:33][N:34]([CH3:38])[C:35]([NH:1][CH2:2][CH2:3][CH2:4][N:5]1[C:14]2[C:9](=[N:10][CH:11]=[C:12]([CH2:15][C:16]3[CH:17]=[CH:18][C:19]([F:22])=[CH:20][CH:21]=3)[CH:13]=2)[C:8]([OH:23])=[C:7]([C:24]([NH:26][CH2:27][CH2:28][O:29][CH2:30][CH3:31])=[O:25])[C:6]1=[O:32])=[O:36]. (2) Given the reactants [CH:1]1([CH2:4][S:5]([C:8]2[CH:9]=[C:10]([C:14]3[N:22]4[C:17]([CH:18]=[N:19][C:20](SC)=[N:21]4)=[CH:16][CH:15]=3)[CH:11]=[CH:12][CH:13]=2)(=[O:7])=[O:6])[CH2:3][CH2:2]1.[F:25][C:26]([F:38])([F:37])[C:27]1[NH:28][C:29]2[CH:35]=[C:34]([NH2:36])[CH:33]=[CH:32][C:30]=2[N:31]=1, predict the reaction product. The product is: [CH:1]1([CH2:4][S:5]([C:8]2[CH:9]=[C:10]([C:14]3[N:22]4[C:17]([CH:18]=[N:19][C:20]([NH:36][C:34]5[CH:33]=[CH:32][C:30]6[N:31]=[C:27]([C:26]([F:38])([F:37])[F:25])[NH:28][C:29]=6[CH:35]=5)=[N:21]4)=[CH:16][CH:15]=3)[CH:11]=[CH:12][CH:13]=2)(=[O:7])=[O:6])[CH2:3][CH2:2]1. (3) Given the reactants [Br:1][C:2]1[N:7]=[C:6]([C:8](N(OC)C)=[O:9])[CH:5]=[CH:4][CH:3]=1.C(=O)=O.CC(C)=O.[CH2:21]([Mg]Cl)[CH2:22][CH2:23][CH3:24].Cl, predict the reaction product. The product is: [Br:1][C:2]1[N:7]=[C:6]([C:8](=[O:9])[CH2:21][CH2:22][CH2:23][CH3:24])[CH:5]=[CH:4][CH:3]=1. (4) The product is: [Cl:1][C:2]1[CH:3]=[C:4]([CH2:15][OH:16])[CH:5]=[N:6][C:7]=1[N:8]1[CH2:13][CH2:12][N:11]([C:18]2[NH:22][C:21]3[C:23]([N+:31]([O-:33])=[O:32])=[CH:24][C:25]([C:27]([F:29])([F:28])[F:30])=[CH:26][C:20]=3[N:19]=2)[C@H:10]([CH3:14])[CH2:9]1. Given the reactants [Cl:1][C:2]1[CH:3]=[C:4]([CH2:15][OH:16])[CH:5]=[N:6][C:7]=1[N:8]1[CH2:13][CH2:12][NH:11][C@H:10]([CH3:14])[CH2:9]1.Cl[C:18]1[NH:22][C:21]2[C:23]([N+:31]([O-:33])=[O:32])=[CH:24][C:25]([C:27]([F:30])([F:29])[F:28])=[CH:26][C:20]=2[N:19]=1, predict the reaction product. (5) Given the reactants [NH2:1][C:2]1[CH:3]=[CH:4][C:5]([CH3:17])=[C:6](B2OC(C)(C)C(C)(C)O2)[CH:7]=1.Cl[C:19]1[CH:24]=[CH:23][C:22]([CH3:25])=[CH:21][N:20]=1.C1(C)C=CC=CC=1.C([O-])([O-])=O.[Na+].[Na+], predict the reaction product. The product is: [CH3:17][C:5]1[CH:4]=[CH:3][C:2]([NH2:1])=[CH:7][C:6]=1[C:19]1[CH:24]=[CH:23][C:22]([CH3:25])=[CH:21][N:20]=1. (6) Given the reactants [H-].[Na+].[CH2:3]([O:5][C:6]([C:8]1[C:9](=[O:28])[NH:10][C:11]2[C:16]([C:17]=1[CH2:18][C:19]1[CH:24]=[CH:23][CH:22]=[CH:21][C:20]=1[Cl:25])=[CH:15][C:14]([Cl:26])=[CH:13][C:12]=2[F:27])=[O:7])[CH3:4].[F:29][C:30]([F:49])([F:48])[S:31](N(C1C=CC=CC=1)[S:31]([C:30]([F:49])([F:48])[F:29])(=[O:33])=[O:32])(=[O:33])=[O:32].O, predict the reaction product. The product is: [CH2:3]([O:5][C:6]([C:8]1[C:9]([O:28][S:31]([C:30]([F:49])([F:48])[F:29])(=[O:33])=[O:32])=[N:10][C:11]2[C:16]([C:17]=1[CH2:18][C:19]1[CH:24]=[CH:23][CH:22]=[CH:21][C:20]=1[Cl:25])=[CH:15][C:14]([Cl:26])=[CH:13][C:12]=2[F:27])=[O:7])[CH3:4]. (7) Given the reactants C(O[C:6]([N:8]1[C@H:12]([C:13]([OH:15])=O)[C:11]([CH3:17])([CH3:16])[S:10][CH2:9]1)=[O:7])(C)(C)C.C(Cl)(=O)C(Cl)=O.[CH2:24]([Mg]Br)[CH2:25][CH:26]=[CH2:27].NC(N)=O.C(NC(C1C(C)(C)C(F)(F)CN1C(=O)[CH:51]([OH:71])[CH:52]([NH:60][C:61](=[O:70])[C:62]1[CH:67]=[CH:66][CH:65]=[C:64]([OH:68])[C:63]=1[CH3:69])[CH2:53][C:54]1[CH:59]=[CH:58][CH:57]=[CH:56][CH:55]=1)=O)C(C)C.C1C=CC2N(O)N=NC=2C=1.C1CCC(N=C=NC2CCCCC2)CC1.Cl.O1CCOCC1, predict the reaction product. The product is: [CH2:53]([C@H:52]([NH:60][C:61](=[O:70])[C:62]1[CH:67]=[CH:66][CH:65]=[C:64]([OH:68])[C:63]=1[CH3:69])[C@H:51]([OH:71])[C:6]([N:8]1[C@H:12]([C:13](=[O:15])[CH2:27][CH2:26][CH:25]=[CH2:24])[C:11]([CH3:16])([CH3:17])[S:10][CH2:9]1)=[O:7])[C:54]1[CH:59]=[CH:58][CH:57]=[CH:56][CH:55]=1. (8) Given the reactants [CH3:1][O:2][C:3](=[O:19])[CH:4]([CH3:18])[C:5]1[C:13]2[C:8](=[CH:9][CH:10]=[CH:11][CH:12]=2)[N:7]([C:14]([O:16][CH3:17])=[O:15])[CH:6]=1.C[Si]([N-][Si](C)(C)C)(C)C.[Li+].[C:30]([O:34][C:35]([NH:37][CH2:38][CH2:39][CH2:40][CH2:41][CH2:42][CH2:43]I)=[O:36])([CH3:33])([CH3:32])[CH3:31], predict the reaction product. The product is: [CH3:1][O:2][C:3](=[O:19])[C:4]([CH2:43][CH2:42][CH2:41][CH2:40][CH2:39][CH2:38][NH:37][C:35]([O:34][C:30]([CH3:31])([CH3:33])[CH3:32])=[O:36])([CH3:18])[C:5]1[C:13]2[C:8](=[CH:9][CH:10]=[CH:11][CH:12]=2)[N:7]([C:14]([O:16][CH3:17])=[O:15])[CH:6]=1. (9) Given the reactants Br[CH:2]1[C:8](=O)[C:7]2[CH:10]=[C:11](F)[CH:12]=[CH:13][C:6]=2[S:5][CH2:4][CH2:3]1.[CH3:15][N:16]([CH3:33])[S:17]([NH:20][CH2:21][CH:22]1[CH2:27][CH2:26][CH:25]([CH2:28][NH:29][C:30]([NH2:32])=[S:31])[CH2:24][CH2:23]1)(=[O:19])=[O:18], predict the reaction product. The product is: [N:32]1[C:8]2[C:7]3[CH:10]=[CH:11][CH:12]=[CH:13][C:6]=3[S:5][CH2:4][CH2:3][C:2]=2[S:31][C:30]=1[NH:29][CH2:28][CH:25]1[CH2:26][CH2:27][CH:22]([CH2:21][NH:20][S:17]([N:16]([CH3:33])[CH3:15])(=[O:19])=[O:18])[CH2:23][CH2:24]1. (10) Given the reactants [C:1](#[N:5])[CH:2]([CH3:4])[CH3:3].Br[CH2:7][CH2:8][CH2:9][Cl:10], predict the reaction product. The product is: [Cl:10][CH2:9][CH2:8][CH2:7][C:2]([CH3:4])([CH3:3])[C:1]#[N:5].